The task is: Predict the product of the given reaction.. This data is from Forward reaction prediction with 1.9M reactions from USPTO patents (1976-2016). (1) Given the reactants F[C:2]1[C:10](=[O:11])[NH:9][C:8](=[O:12])[NH:7][C:3]=1[C:4]([OH:6])=[O:5].[Cl-].[K+].[OH:15][P:16]([O-:19])([OH:18])=[O:17].[K+].O=C[C@@H:23]([C@H:25]([C@@H:27]([C@@H:29]([CH2:31][OH:32])[OH:30])[OH:28])O)O.N1C=CC(=O)NC1=O.[C@@H]1(N2C=CC(=O)NC2=O)O[C@H](CO)[C@@H](O)[C@H]1O, predict the reaction product. The product is: [P:16]([O:19][CH2:23][C@H:25]1[O:32][C@@H:31]([N:7]2[C:3]([C:4]([OH:6])=[O:5])=[CH:2][C:10](=[O:11])[NH:9][C:8]2=[O:12])[C@H:29]([OH:30])[C@@H:27]1[OH:28])([OH:18])([OH:15])=[O:17]. (2) Given the reactants [F:1][C:2]1[CH:31]=[CH:30][C:5]([CH2:6][N:7]2[C:11]3=[CH:12][N:13]=[C:14]([C:16]([O:18]C)=[O:17])[CH:15]=[C:10]3[C:9]([CH2:20][O:21][CH2:22][CH2:23][N:24]3[CH2:28][CH2:27][CH2:26][C:25]3=[O:29])=[CH:8]2)=[CH:4][CH:3]=1.[Li+].[OH-].Cl, predict the reaction product. The product is: [F:1][C:2]1[CH:3]=[CH:4][C:5]([CH2:6][N:7]2[C:11]3=[CH:12][N:13]=[C:14]([C:16]([OH:18])=[O:17])[CH:15]=[C:10]3[C:9]([CH2:20][O:21][CH2:22][CH2:23][N:24]3[CH2:28][CH2:27][CH2:26][C:25]3=[O:29])=[CH:8]2)=[CH:30][CH:31]=1. (3) Given the reactants [C:1]1([CH3:11])[CH:6]=[CH:5][C:4]([S:7](Cl)(=[O:9])=[O:8])=[CH:3][CH:2]=1.[F:12][C:13]1[CH:14]=[C:15]2[C:19](=[CH:20][CH:21]=1)[NH:18][CH:17]=[CH:16]2, predict the reaction product. The product is: [F:12][C:13]1[CH:14]=[C:15]2[C:19](=[CH:20][CH:21]=1)[N:18]([S:7]([C:4]1[CH:5]=[CH:6][C:1]([CH3:11])=[CH:2][CH:3]=1)(=[O:9])=[O:8])[CH:17]=[CH:16]2. (4) Given the reactants [Cl:1][C:2]1[CH:3]=[C:4]([CH:7]=[CH:8][CH:9]=1)[CH:5]=O.C(O[C:13](=[O:17])[CH2:14][C:15]#[N:16])C.[CH:18]1([NH:21][C:22]([NH2:24])=[NH:23])[CH2:20][CH2:19]1.Cl.C(=O)([O-])[O-].[K+].[K+], predict the reaction product. The product is: [C:15]([C:14]1[C:13](=[O:17])[NH:24][C:22]([NH:21][CH:18]2[CH2:20][CH2:19]2)=[N:23][C:5]=1[C:4]1[CH:7]=[CH:8][CH:9]=[C:2]([Cl:1])[CH:3]=1)#[N:16]. (5) Given the reactants [C:1]([O:5][C:6](=[O:15])[NH:7][C:8]1[N:9]([CH3:14])[N:10]=[CH:11][C:12]=1Br)([CH3:4])([CH3:3])[CH3:2].[CH2:16]([O:18][C:19]([C:21]1([C:24]2[CH:29]=[CH:28][C:27]([C:30]3[CH:35]=[CH:34][C:33](B4OC(C)(C)C(C)(C)O4)=[CH:32][CH:31]=3)=[CH:26][CH:25]=2)[CH2:23][CH2:22]1)=[O:20])[CH3:17], predict the reaction product. The product is: [CH2:16]([O:18][C:19]([C:21]1([C:24]2[CH:25]=[CH:26][C:27]([C:30]3[CH:31]=[CH:32][C:33]([C:12]4[CH:11]=[N:10][N:9]([CH3:14])[C:8]=4[NH:7][C:6]([O:5][C:1]([CH3:4])([CH3:3])[CH3:2])=[O:15])=[CH:34][CH:35]=3)=[CH:28][CH:29]=2)[CH2:23][CH2:22]1)=[O:20])[CH3:17]. (6) Given the reactants [OH:1][N:2]=[C:3]([C:5]1[CH:13]=[CH:12][C:11]2[N:10]3[CH2:14][CH2:15][CH:16]([CH2:17][C:18]([O:20]C(C)(C)C)=[O:19])[C:9]3=[CH:8][C:7]=2[CH:6]=1)[NH2:4].[CH3:25][C:26]1[N:27]=[CH:28][C:29]([C:32](O)=O)=[N:30][CH:31]=1, predict the reaction product. The product is: [CH3:25][C:26]1[N:27]=[CH:28][C:29]([C:32]2[O:1][N:2]=[C:3]([C:5]3[CH:13]=[CH:12][C:11]4[N:10]5[CH2:14][CH2:15][CH:16]([CH2:17][C:18]([OH:20])=[O:19])[C:9]5=[CH:8][C:7]=4[CH:6]=3)[N:4]=2)=[N:30][CH:31]=1. (7) The product is: [OH:9][C:10]1[CH:19]=[C:18]2[C:13]([C:14]([NH:20][C:21]3[CH:26]=[CH:25][CH:24]=[C:23]4[O:27][CH2:28][O:29][C:22]=34)=[N:15][CH:16]=[N:17]2)=[CH:12][C:11]=1[O:30][CH3:31]. Given the reactants Cl.C([O:9][C:10]1[CH:19]=[C:18]2[C:13]([C:14]([NH:20][C:21]3[CH:26]=[CH:25][CH:24]=[C:23]4[O:27][CH2:28][O:29][C:22]=34)=[N:15][CH:16]=[N:17]2)=[CH:12][C:11]=1[O:30][CH3:31])C1C=CC=CC=1.C([O-])=O.[NH4+].O, predict the reaction product. (8) Given the reactants O.[O-2].[O-2].[O-2].O=[Si]=O.O=[Si]=O.O=[Si]=O.O=[Si]=O.[Al+3].[Al+3].[CH:19]([O:24][CH3:25])([O:22][CH3:23])OC.O=[C:27]1C[CH2:30][CH:29]([CH2:32][C:33]([O:35][CH3:36])=[O:34])[CH2:28]1, predict the reaction product. The product is: [CH3:25][O:24][C:19]1([O:22][CH3:23])[CH2:27][CH2:28][CH:29]([CH2:32][C:33]([O:35][CH3:36])=[O:34])[CH2:30]1.